From a dataset of Reaction yield outcomes from USPTO patents with 853,638 reactions. Predict the reaction yield, written as a fraction of the theoretical maximum amount of product (1.0 means a 100% yield; for example, 0.34 means a 34% yield). The reactants are C([O:5][C:6]([CH:8]1[CH:12]([C:13]2[CH:18]=[CH:17][CH:16]=[C:15]([Cl:19])[C:14]=2[F:20])[C:11]([C:23]2[CH:28]=[CH:27][C:26]([Cl:29])=[CH:25][C:24]=2[CH3:30])([C:21]#[N:22])[CH:10]([CH2:31][C:32]([CH3:35])([CH3:34])[CH3:33])[NH:9]1)=[O:7])(C)(C)C.[F:36][C:37]([F:42])([F:41])[C:38]([OH:40])=[O:39]. The catalyst is ClCCl. The product is [F:36][C:37]([F:42])([F:41])[C:38]([OH:40])=[O:39].[Cl:19][C:15]1[C:14]([F:20])=[C:13]([CH:12]2[C:11]([C:23]3[CH:28]=[CH:27][C:26]([Cl:29])=[CH:25][C:24]=3[CH3:30])([C:21]#[N:22])[CH:10]([CH2:31][C:32]([CH3:34])([CH3:35])[CH3:33])[NH:9][CH:8]2[C:6]([OH:7])=[O:5])[CH:18]=[CH:17][CH:16]=1. The yield is 0.980.